Dataset: Retrosynthesis with 50K atom-mapped reactions and 10 reaction types from USPTO. Task: Predict the reactants needed to synthesize the given product. (1) Given the product Brc1cc(-c2cccc(-c3cccc4c3sc3ccccc34)c2)cc([Si](c2ccccc2)(c2ccccc2)c2ccccc2)c1, predict the reactants needed to synthesize it. The reactants are: Brc1cc(Br)cc([Si](c2ccccc2)(c2ccccc2)c2ccccc2)c1.CC1(C)OB(c2cccc(-c3cccc4c3sc3ccccc34)c2)OC1(C)C. (2) The reactants are: COC(=O)c1ccc(-c2ccccc2NC(=O)c2cccc(-c3ccc(OC)cc3OC)c2)s1. Given the product COc1ccc(-c2cccc(C(=O)Nc3ccccc3-c3ccc(C(=O)O)s3)c2)c(OC)c1, predict the reactants needed to synthesize it. (3) Given the product COc1ccc(CCNC(=S)c2ccccc2C)cc1OC, predict the reactants needed to synthesize it. The reactants are: COc1ccc(CCN)cc1OC.Cc1ccccc1C(=S)Cl. (4) Given the product CCCCCNC(=O)[C@H](Cc1ccc(N2CC(=O)N(Cc3ccc(OC)cc3)S2(=O)=O)cc1)NC(=O)[C@H](Cc1ccccc1)NC(C)=O, predict the reactants needed to synthesize it. The reactants are: CC(=O)N[C@@H](Cc1ccccc1)C(=O)O.CCCCCNC(=O)[C@@H](N)Cc1ccc(N2CC(=O)N(Cc3ccc(OC)cc3)S2(=O)=O)cc1.